Dataset: Full USPTO retrosynthesis dataset with 1.9M reactions from patents (1976-2016). Task: Predict the reactants needed to synthesize the given product. Given the product [ClH:29].[Cl:1][C:24]([C@@H:23]([NH:22][C@@H:13]([CH2:14][CH2:15][C:16]1[CH:21]=[CH:20][CH:19]=[CH:18][CH:17]=1)[C:11]([O:10][CH2:8][CH3:9])=[O:12])[CH3:27])=[O:25], predict the reactants needed to synthesize it. The reactants are: [ClH:1].O1CCOCC1.[CH2:8]([O:10][C:11]([C@@H:13]([NH:22][C@@H:23]([CH3:27])[C:24](O)=[O:25])[CH2:14][CH2:15][C:16]1[CH:21]=[CH:20][CH:19]=[CH:18][CH:17]=1)=[O:12])[CH3:9].P(Cl)(Cl)(Cl)(Cl)[Cl:29].